Dataset: Forward reaction prediction with 1.9M reactions from USPTO patents (1976-2016). Task: Predict the product of the given reaction. (1) Given the reactants [CH2:1]([Si:19](Cl)(Cl)Cl)[CH2:2][CH2:3][CH2:4][CH2:5][CH2:6][CH2:7][CH2:8][CH2:9][CH2:10][CH2:11][CH2:12][CH2:13][CH2:14][CH2:15][CH2:16][CH2:17][CH3:18].[CH2:23]([Mg]Cl)[CH:24]=[CH2:25].C(=O)=O.O, predict the reaction product. The product is: [CH2:1]([Si:19]([CH2:6][CH:5]=[CH2:4])([CH2:3][CH:2]=[CH2:1])[CH2:23][CH:24]=[CH2:25])[CH2:2][CH2:3][CH2:4][CH2:5][CH2:6][CH2:7][CH2:8][CH2:9][CH2:10][CH2:11][CH2:12][CH2:13][CH2:14][CH2:15][CH2:16][CH2:17][CH3:18]. (2) Given the reactants N(OCCC(C)C)=O.[CH3:9][O:10][C:11]([C:13]1[C:18](N)=[N:17][CH:16]=[CH:15][N:14]=1)=[O:12].[I:20]CI, predict the reaction product. The product is: [CH3:9][O:10][C:11]([C:13]1[C:18]([I:20])=[N:17][CH:16]=[CH:15][N:14]=1)=[O:12]. (3) Given the reactants [OH:1][CH:2]([C:6]([CH2:11][C:12]([OH:14])=[O:13])([C:8]([OH:10])=[O:9])[OH:7])[C:3]([OH:5])=[O:4].[O:15]=[C:16]([CH2:18][N:19]([C:21](=[NH:23])[NH2:22])[CH3:20])[OH:17], predict the reaction product. The product is: [OH:1][CH:2]([C:6]([CH2:11][C:12]([OH:14])=[O:13])([C:8]([OH:10])=[O:9])[OH:7])[C:3]([OH:5])=[O:4].[O:15]=[C:16]([CH2:18][N:19]([C:21](=[NH:22])[NH2:23])[CH3:20])[OH:17].[O:4]=[C:3]([CH2:2][N:19]([C:21](=[NH:22])[NH2:23])[CH3:18])[OH:5].[O:4]=[C:3]([CH2:2][N:19]([C:21](=[NH:22])[NH2:23])[CH3:18])[OH:5]. (4) Given the reactants [Br:1][C:2]1[S:10][C:9]2[C:8](Cl)=[N:7][CH:6]=[N:5][C:4]=2[CH:3]=1.[N:12]1([C:18]([O:20][C:21]([CH3:24])([CH3:23])[CH3:22])=[O:19])[CH2:17][CH2:16][NH:15][CH2:14][CH2:13]1.C(N(CC)C(C)C)(C)C, predict the reaction product. The product is: [Br:1][C:2]1[S:10][C:9]2[C:8]([N:15]3[CH2:14][CH2:13][N:12]([C:18]([O:20][C:21]([CH3:24])([CH3:23])[CH3:22])=[O:19])[CH2:17][CH2:16]3)=[N:7][CH:6]=[N:5][C:4]=2[CH:3]=1. (5) Given the reactants [CH2:1]([N:5]1[C:13]2[C:8](=[CH:9][C:10]([Cl:14])=[CH:11][CH:12]=2)[C:7]([CH2:16][C:17]2[CH:22]=[C:21](OC)[CH:20]=[C:19]([O:25][CH3:26])[CH:18]=2)([OH:15])[C:6]1=[O:27])[CH2:2][CH2:3][CH3:4].COC1C=C(C=CC=1)CCl, predict the reaction product. The product is: [CH2:1]([N:5]1[C:13]2[C:8](=[CH:9][C:10]([Cl:14])=[CH:11][CH:12]=2)[C:7]([OH:15])([CH2:16][C:17]2[CH:22]=[CH:21][CH:20]=[C:19]([O:25][CH3:26])[CH:18]=2)[C:6]1=[O:27])[CH2:2][CH2:3][CH3:4]. (6) Given the reactants [NH2:1][C:2]1[C:11]2[C:6](=[CH:7][CH:8]=[CH:9][C:10]=2[O:12][CH2:13][C:14]([NH2:17])([CH3:16])[CH3:15])[N:5]=[C:4]([CH3:18])[C:3]=1[C:19]([O:21][CH2:22][CH3:23])=[O:20].[CH3:24][CH:25]([CH3:30])[CH2:26][C:27](O)=[O:28], predict the reaction product. The product is: [NH2:1][C:2]1[C:11]2[C:6](=[CH:7][CH:8]=[CH:9][C:10]=2[O:12][CH2:13][C:14]([CH3:16])([NH:17][C:27](=[O:28])[CH2:26][CH:25]([CH3:30])[CH3:24])[CH3:15])[N:5]=[C:4]([CH3:18])[C:3]=1[C:19]([O:21][CH2:22][CH3:23])=[O:20]. (7) The product is: [Cl:33][C:34]1[CH:35]=[C:36]([CH:41]2[CH2:45][N:44]([C:7]([C:6]3[CH:5]=[N:4][C:3]([O:2][CH3:1])=[CH:11][CH:10]=3)=[O:9])[CH2:43][CH:42]2[C:46](=[O:48])[CH3:47])[CH:37]=[CH:38][C:39]=1[Cl:40]. Given the reactants [CH3:1][O:2][C:3]1[CH:11]=[CH:10][C:6]([C:7]([OH:9])=O)=[CH:5][N:4]=1.C(Cl)CCl.C1C=CC2N(O)N=NC=2C=1.CCN(CC)CC.[Cl:33][C:34]1[CH:35]=[C:36]([CH:41]2[CH2:45][NH:44][CH2:43][CH:42]2[C:46](=[O:48])[CH3:47])[CH:37]=[CH:38][C:39]=1[Cl:40], predict the reaction product.